Task: Predict the reaction yield, written as a fraction of the theoretical maximum amount of product (1.0 means a 100% yield; for example, 0.34 means a 34% yield).. Dataset: Reaction yield outcomes from USPTO patents with 853,638 reactions (1) The reactants are [Cl:1][C:2]1[N:3]=[C:4]2[C:9](=[CH:10][CH:11]=1)[N:8]=[CH:7][C:6]([C:12](=[O:14])[CH3:13])=[C:5]2[NH:15][C:16]1[CH:21]=[CH:20][C:19]([CH2:22][N:23]2[CH2:28][CH2:27][N:26]([CH3:29])[CH2:25][CH2:24]2)=[CH:18][CH:17]=1.[Cl:30][C:31]1[CH:36]=[C:35](B2OC(C)(C)C(C)(C)O2)[CH:34]=[C:33]([Cl:46])[C:32]=1[OH:47].C1(N)C(F)=C(F)C(F)=C(N)C=1F.[ClH:60].Cl. No catalyst specified. The product is [ClH:1].[ClH:30].[ClH:60].[Cl:30][C:31]1[CH:36]=[C:35]([C:2]2[N:3]=[C:4]3[C:9](=[CH:10][CH:11]=2)[N:8]=[CH:7][C:6]([C:12](=[O:14])[CH3:13])=[C:5]3[NH:15][C:16]2[CH:21]=[CH:20][C:19]([CH2:22][N:23]3[CH2:24][CH2:25][N:26]([CH3:29])[CH2:27][CH2:28]3)=[CH:18][CH:17]=2)[CH:34]=[C:33]([Cl:46])[C:32]=1[OH:47]. The yield is 0.770. (2) The reactants are [S:1]1[CH:5]=[CH:4][C:3]2[C:6]([NH2:10])=[CH:7][CH:8]=[CH:9][C:2]1=2.N1C=CC=CC=1.[CH3:17][S:18](Cl)(=[O:20])=[O:19]. The catalyst is C(Cl)Cl. The product is [S:1]1[CH:5]=[CH:4][C:3]2[C:6]([NH:10][S:18]([CH3:17])(=[O:20])=[O:19])=[CH:7][CH:8]=[CH:9][C:2]1=2. The yield is 0.790.